Dataset: Aqueous solubility values for 9,982 compounds from the AqSolDB database. Task: Regression/Classification. Given a drug SMILES string, predict its absorption, distribution, metabolism, or excretion properties. Task type varies by dataset: regression for continuous measurements (e.g., permeability, clearance, half-life) or binary classification for categorical outcomes (e.g., BBB penetration, CYP inhibition). For this dataset (solubility_aqsoldb), we predict Y. (1) The molecule is CCC(C)OC(C)=O. The Y is -1.27 log mol/L. (2) The compound is Br/C=C\Br. The Y is -1.32 log mol/L. (3) The compound is Cc1c(C)c2c3ccccc3ccc2c2ccccc12. The Y is -7.01 log mol/L. (4) The compound is COc1cc(CC(C(C)=O)C(C)=O)ccc1O. The Y is -1.79 log mol/L. (5) The compound is CCCCCOC=O. The Y is -1.60 log mol/L. (6) The compound is COc1ccc(S(=O)(=O)Nc2nnc(S(N)(=O)=O)s2)cc1. The Y is -2.25 log mol/L.